From a dataset of Full USPTO retrosynthesis dataset with 1.9M reactions from patents (1976-2016). Predict the reactants needed to synthesize the given product. Given the product [CH2:24]([O:23][C@@H:19]([CH2:18][C:15]1[CH:16]=[CH:17][C:12]([O:11][CH2:10][CH2:9][C:6]2[CH:5]=[CH:4][C:3]([NH:2][C:41]([NH:40][C:37]3[CH:38]=[CH:39][C:34]([S:33][C:32]([F:43])([F:31])[F:44])=[CH:35][CH:36]=3)=[O:42])=[CH:8][CH:7]=2)=[CH:13][CH:14]=1)[C:20]([OH:22])=[O:21])[CH3:25], predict the reactants needed to synthesize it. The reactants are: Cl.[NH2:2][C:3]1[CH:8]=[CH:7][C:6]([CH2:9][CH2:10][O:11][C:12]2[CH:17]=[CH:16][C:15]([CH2:18][C@H:19]([O:23][CH2:24][CH3:25])[C:20]([OH:22])=[O:21])=[CH:14][CH:13]=2)=[CH:5][CH:4]=1.C(=O)([O-])O.[Na+].[F:31][C:32]([F:44])([F:43])[S:33][C:34]1[CH:39]=[CH:38][C:37]([N:40]=[C:41]=[O:42])=[CH:36][CH:35]=1.CO.ClCCl.